This data is from Full USPTO retrosynthesis dataset with 1.9M reactions from patents (1976-2016). The task is: Predict the reactants needed to synthesize the given product. (1) Given the product [O:10]1[CH2:11][CH2:12][O:13][C:9]21[CH2:14][C:4]1[CH:3]=[C:2]3[C:16](=[CH:15][C:5]=1[CH2:6][CH2:7][CH2:8]2)[N:17]([C:18](=[O:20])[CH3:19])[N:61]=[CH:1]3, predict the reactants needed to synthesize it. The reactants are: [CH3:1][C:2]1[C:16]([NH:17][C:18](=[O:20])[CH3:19])=[CH:15][C:5]2[CH2:6][CH2:7][CH2:8][C:9]3([CH2:14][C:4]=2[CH:3]=1)[O:13][CH2:12][CH2:11][O:10]3.CC([O-])=O.[K+].CC(O)=O.C(OC(=O)C)(=O)C.C1OCCOCCOCCOCCOCCOC1.C(O[N:61]=O)CC(C)C.C([O-])(O)=O.[Na+]. (2) Given the product [O:11]=[C:12]1[N:18]([CH:19]2[CH2:24][CH2:23][N:22]([C:25]([O:27][C@H:28]([CH2:43][C:44]3[CH:49]=[C:48]([CH3:50])[C:47]([O:51][CH:1]=[O:3])=[C:46]([CH3:52])[CH:45]=3)[C:29](=[O:42])[N:30]3[CH2:31][CH2:32][N:33]([CH:36]4[CH2:41][CH2:40][O:39][CH2:38][CH2:37]4)[CH2:34][CH2:35]3)=[O:26])[CH2:21][CH2:20]2)[CH2:17][CH2:16][C:15]2[CH:53]=[CH:54][CH:55]=[CH:56][C:14]=2[NH:13]1, predict the reactants needed to synthesize it. The reactants are: [C:1](OC(=O)C)(=[O:3])C.C(O)=O.[O:11]=[C:12]1[N:18]([CH:19]2[CH2:24][CH2:23][N:22]([C:25]([O:27][C@H:28]([CH2:43][C:44]3[CH:49]=[C:48]([CH3:50])[C:47]([OH:51])=[C:46]([CH3:52])[CH:45]=3)[C:29](=[O:42])[N:30]3[CH2:35][CH2:34][N:33]([CH:36]4[CH2:41][CH2:40][O:39][CH2:38][CH2:37]4)[CH2:32][CH2:31]3)=[O:26])[CH2:21][CH2:20]2)[CH2:17][CH2:16][C:15]2[CH:53]=[CH:54][CH:55]=[CH:56][C:14]=2[NH:13]1. (3) Given the product [CH3:1][C:2]1[CH:3]=[CH:4][C:5]([N+:19]([O-:21])=[O:20])=[C:6]([CH2:8][C:9]([OH:11])=[O:10])[CH:7]=1, predict the reactants needed to synthesize it. The reactants are: [CH3:1][C:2]1[CH:3]=[CH:4][C:5]([N+:19]([O-:21])=[O:20])=[C:6]([CH:8](C(OCC)=O)[C:9]([O:11]CC)=[O:10])[CH:7]=1.Cl. (4) Given the product [C@H:15]1([NH:14][C:11]2[O:12][CH2:13][C:8]3[CH:7]=[C:6]([NH:5][C:3](=[O:4])[CH2:2][N:30]4[CH2:31][CH2:32][N:27]([CH3:26])[CH2:28][CH2:29]4)[CH:25]=[CH:24][C:9]=3[N:10]=2)[C:23]2[C:18](=[CH:19][CH:20]=[CH:21][CH:22]=2)[CH2:17][CH2:16]1, predict the reactants needed to synthesize it. The reactants are: Cl[CH2:2][C:3]([NH:5][C:6]1[CH:25]=[CH:24][C:9]2[N:10]=[C:11]([NH:14][C@H:15]3[C:23]4[C:18](=[CH:19][CH:20]=[CH:21][CH:22]=4)[CH2:17][CH2:16]3)[O:12][CH2:13][C:8]=2[CH:7]=1)=[O:4].[CH3:26][N:27]1[CH2:32][CH2:31][NH:30][CH2:29][CH2:28]1. (5) The reactants are: [CH3:1][O:2][C:3]([C:5]1[C:6]([OH:25])=[C:7]2[C:12](=[C:13](Br)[N:14]=1)[N:11]([CH2:16][C:17]1[CH:22]=[CH:21][CH:20]=[CH:19][CH:18]=1)[C:10](=[O:23])[C:9]([CH3:24])=[CH:8]2)=[O:4].[C:26]([Cu])#[N:27].Cl. Given the product [CH3:1][O:2][C:3]([C:5]1[C:6]([OH:25])=[C:7]2[C:12](=[C:13]([C:26]#[N:27])[N:14]=1)[N:11]([CH2:16][C:17]1[CH:22]=[CH:21][CH:20]=[CH:19][CH:18]=1)[C:10](=[O:23])[C:9]([CH3:24])=[CH:8]2)=[O:4], predict the reactants needed to synthesize it. (6) Given the product [ClH:1].[Cl:1][C:2]1[CH:29]=[C:28]([Cl:30])[CH:27]=[CH:26][C:3]=1[C:4]([NH:6][C@H:7]([C:9]1([C:20]2[CH:25]=[CH:24][CH:23]=[CH:22][N:21]=2)[CH2:12][NH:11][CH2:10]1)[CH3:8])=[O:5], predict the reactants needed to synthesize it. The reactants are: [Cl:1][C:2]1[CH:29]=[C:28]([Cl:30])[CH:27]=[CH:26][C:3]=1[C:4]([NH:6][C@H:7]([C:9]1([C:20]2[CH:25]=[CH:24][CH:23]=[CH:22][N:21]=2)[CH2:12][N:11](C(OC(C)(C)C)=O)[CH2:10]1)[CH3:8])=[O:5].Cl. (7) Given the product [Br:14][C:8]1[C:7]([CH:10]2[CH2:12][CH2:11]2)=[CH:6][C:5]([OH:13])=[C:4]([CH:1]2[CH2:3][CH2:2]2)[CH:9]=1, predict the reactants needed to synthesize it. The reactants are: [CH:1]1([C:4]2[CH:9]=[CH:8][C:7]([CH:10]3[CH2:12][CH2:11]3)=[CH:6][C:5]=2[OH:13])[CH2:3][CH2:2]1.[Br:14]C1C(C(C)C)=CC(O)=C(C)C=1.